This data is from Catalyst prediction with 721,799 reactions and 888 catalyst types from USPTO. The task is: Predict which catalyst facilitates the given reaction. Reactant: C[C:2](P(OC)(O)=O)([C:4]([O-:6])=[O:5])[CH3:3].[CH3:12]C(C)([O-])C.[K+].[CH3:18][O:19][C:20]1[CH:25]=[CH:24][C:23]([N:26]2[CH2:31][CH2:30][N:29]([C:32]3[S:33][C:34](C=O)=[C:35]([C:37]4[CH:42]=[CH:41][CH:40]=[CH:39][CH:38]=4)[N:36]=3)[CH2:28][CH2:27]2)=[CH:22][CH:21]=1. Product: [CH3:18][O:19][C:20]1[CH:21]=[CH:22][C:23]([N:26]2[CH2:31][CH2:30][N:29]([C:32]3[S:33][C:34](/[CH:3]=[CH:2]/[C:4]([O:6][CH3:12])=[O:5])=[C:35]([C:37]4[CH:38]=[CH:39][CH:40]=[CH:41][CH:42]=4)[N:36]=3)[CH2:28][CH2:27]2)=[CH:24][CH:25]=1. The catalyst class is: 58.